Dataset: Forward reaction prediction with 1.9M reactions from USPTO patents (1976-2016). Task: Predict the product of the given reaction. (1) Given the reactants C(OC(=O)[NH:7][C@H:8]([C:14]([N:16]1[CH2:20][CH2:19][C:18]([F:22])([F:21])[CH2:17]1)=[O:15])[CH2:9][CH2:10][CH2:11][CH2:12][NH2:13])(C)(C)C.[O:24]1[C:28]2[CH:29]=[CH:30][CH:31]=[CH:32][C:27]=2[CH2:26][CH:25]1[C:33]([Cl:35])=[O:34], predict the reaction product. The product is: [ClH:35].[NH2:7][C@H:8]([C:14]([N:16]1[CH2:20][CH2:19][C:18]([F:21])([F:22])[CH2:17]1)=[O:15])[CH2:9][CH2:10][CH2:11][CH2:12][NH:13][C:33]([CH:25]1[CH2:26][C:27]2[CH:32]=[CH:31][CH:30]=[CH:29][C:28]=2[O:24]1)=[O:34]. (2) The product is: [CH2:12]([O:19][C:3]1[C:2]([Br:1])=[CH:10][C:6]([C:7]([OH:9])=[O:8])=[CH:5][N:4]=1)[C:13]1[CH:18]=[CH:17][CH:16]=[CH:15][CH:14]=1. Given the reactants [Br:1][C:2]1[C:3](Cl)=[N:4][CH:5]=[C:6]([CH:10]=1)[C:7]([OH:9])=[O:8].[CH2:12]([OH:19])[C:13]1[CH:18]=[CH:17][CH:16]=[CH:15][CH:14]=1.[OH-].[K+].Cl, predict the reaction product. (3) Given the reactants [CH:1]([S:4]([C:7]1[CH:12]=[CH:11][CH:10]=[CH:9][C:8]=1[NH:13][C:14]1[N:19]2[N:20]=[CH:21][CH:22]=[C:18]2[N:17]=[C:16](S(C)(=O)=O)[N:15]=1)(=[O:6])=[O:5])([CH3:3])[CH3:2].[CH:27]([O:30][C:31]1[CH:37]=[C:36]([CH:38]2[CH2:43][CH2:42][N:41]([CH3:44])[CH2:40][CH2:39]2)[C:35]([CH3:45])=[CH:34][C:32]=1[NH2:33])([CH3:29])[CH3:28].CC1C=CC(S(O)(=O)=O)=CC=1, predict the reaction product. The product is: [CH:27]([O:30][C:31]1[CH:37]=[C:36]([CH:38]2[CH2:39][CH2:40][N:41]([CH3:44])[CH2:42][CH2:43]2)[C:35]([CH3:45])=[CH:34][C:32]=1[NH:33][C:16]1[N:15]=[C:14]([NH:13][C:8]2[CH:9]=[CH:10][CH:11]=[CH:12][C:7]=2[S:4]([CH:1]([CH3:3])[CH3:2])(=[O:6])=[O:5])[N:19]2[N:20]=[CH:21][CH:22]=[C:18]2[N:17]=1)([CH3:29])[CH3:28]. (4) Given the reactants C(OC([N:11]1[CH2:16][CH2:15][CH:14]([NH:17][C:18]([O:20][C:21]([CH3:24])([CH3:23])[CH3:22])=[O:19])[CH:13]([O:25][CH3:26])[CH2:12]1)=O)C1C=CC=CC=1, predict the reaction product. The product is: [C:21]([O:20][C:18](=[O:19])[NH:17][CH:14]1[CH2:15][CH2:16][NH:11][CH2:12][CH:13]1[O:25][CH3:26])([CH3:24])([CH3:23])[CH3:22]. (5) Given the reactants [F:1][C:2]([F:13])([F:12])[C:3]1[CH:8]=[CH:7][C:6](B(O)O)=[CH:5][CH:4]=1.Cl[C:15]1[N:20]=[C:19]([NH2:21])[N:18]=[C:17]([NH:22][CH3:23])[CH:16]=1, predict the reaction product. The product is: [CH3:23][NH:22][C:17]1[CH:16]=[C:15]([C:6]2[CH:7]=[CH:8][C:3]([C:2]([F:13])([F:12])[F:1])=[CH:4][CH:5]=2)[N:20]=[C:19]([NH2:21])[N:18]=1.